Dataset: Reaction yield outcomes from USPTO patents with 853,638 reactions. Task: Predict the reaction yield, written as a fraction of the theoretical maximum amount of product (1.0 means a 100% yield; for example, 0.34 means a 34% yield). (1) The reactants are [Cl:1][C:2]1[CH:7]=[C:6]([Cl:8])[CH:5]=[CH:4][C:3]=1[C:9]1[N:10]([C:24]2[CH:29]=[CH:28][C:27]([OH:30])=[CH:26][CH:25]=2)[C:11]([CH3:23])=[C:12]([C:14]([NH:16][N:17]2[CH2:22][CH2:21][CH2:20][CH2:19][CH2:18]2)=[O:15])[N:13]=1.C(N(CC)CC)C.[Cl:38][C:39]1[S:43][C:42]([S:44](Cl)(=[O:46])=[O:45])=[CH:41][CH:40]=1.O. The catalyst is ClCCl. The product is [Cl:38][C:39]1[S:43][C:42]([S:44]([O:30][C:27]2[CH:26]=[CH:25][C:24]([N:10]3[C:11]([CH3:23])=[C:12]([C:14]([NH:16][N:17]4[CH2:22][CH2:21][CH2:20][CH2:19][CH2:18]4)=[O:15])[N:13]=[C:9]3[C:3]3[CH:4]=[CH:5][C:6]([Cl:8])=[CH:7][C:2]=3[Cl:1])=[CH:29][CH:28]=2)(=[O:46])=[O:45])=[CH:41][CH:40]=1. The yield is 0.600. (2) The reactants are [Cl:1][C:2]1[CH:3]=[C:4]([CH:9]([C:24]([F:27])([F:26])[F:25])/[CH:10]=[CH:11]/[C:12]2[CH:13]=[CH:14][C:15]([N:19]3[CH:23]=[N:22][CH:21]=[N:20]3)=[C:16]([CH:18]=2)[NH2:17])[CH:5]=[C:6]([Cl:8])[CH:7]=1.[CH3:28]I. The catalyst is C(Cl)Cl. The product is [Cl:1][C:2]1[CH:3]=[C:4]([CH:9]([C:24]([F:26])([F:25])[F:27])/[CH:10]=[CH:11]/[C:12]2[CH:13]=[CH:14][C:15]([N:19]3[CH:23]=[N:22][CH:21]=[N:20]3)=[C:16]([CH:18]=2)[NH:17][CH3:28])[CH:5]=[C:6]([Cl:8])[CH:7]=1. The yield is 0.700. (3) The reactants are [CH2:1]([O:8][C:9]1[C:10]([CH3:17])=[C:11]([CH2:15][OH:16])[CH:12]=[CH:13][CH:14]=1)[C:2]1[CH:7]=[CH:6][CH:5]=[CH:4][CH:3]=1.CC(OI1(OC(C)=O)(OC(C)=O)OC(=O)C2C=CC=CC1=2)=O. The catalyst is O1CCCC1. The product is [CH2:1]([O:8][C:9]1[C:10]([CH3:17])=[C:11]([CH:12]=[CH:13][CH:14]=1)[CH:15]=[O:16])[C:2]1[CH:3]=[CH:4][CH:5]=[CH:6][CH:7]=1. The yield is 0.840. (4) The reactants are [Cl:1][C:2]1[CH:7]=[CH:6][N:5]=[C:4]([CH:8]([CH3:10])[CH3:9])[C:3]=1[CH2:11][S:12][C:13]1[N:18]=[C:17]([OH:19])[CH:16]=[C:15]([CH3:20])[N:14]=1.Cl.O1CCOCC1. The catalyst is CO. The product is [ClH:1].[Cl:1][C:2]1[CH:7]=[CH:6][N:5]=[C:4]([CH:8]([CH3:9])[CH3:10])[C:3]=1[CH2:11][S:12][C:13]1[N:18]=[C:17]([OH:19])[CH:16]=[C:15]([CH3:20])[N:14]=1. The yield is 1.00. (5) The reactants are [CH2:1]([SH:3])[CH3:2].[OH-].[K+].[CH3:6][O:7][C:8]1[CH:9]=[C:10]([N:19]2[CH:24]=[CH:23][C:22]([C:25]3[CH:30]=[CH:29][C:28]([C:31]([F:34])([F:33])[F:32])=[CH:27][CH:26]=3)=[CH:21][C:20]2=[O:35])[CH:11]=[CH:12][C:13]=1[O:14][CH2:15][C@H:16]1[CH2:18][O:17]1. The catalyst is C1COCC1.CCOC(C)=O. The product is [CH2:1]([S:3][CH2:18][C@@H:16]([OH:17])[CH2:15][O:14][C:13]1[CH:12]=[CH:11][C:10]([N:19]2[CH:24]=[CH:23][C:22]([C:25]3[CH:30]=[CH:29][C:28]([C:31]([F:33])([F:34])[F:32])=[CH:27][CH:26]=3)=[CH:21][C:20]2=[O:35])=[CH:9][C:8]=1[O:7][CH3:6])[CH3:2]. The yield is 0.760. (6) The reactants are C(OC(=O)[NH:7][CH2:8][C@@H:9]1[CH2:11][C@H:10]1[C:12]1[CH:17]=[C:16]([F:18])[CH:15]=[CH:14][C:13]=1[O:19][CH2:20][CH:21]1[CH2:23][CH2:22]1)(C)(C)C.C(OCC)C.[ClH:30]. No catalyst specified. The product is [ClH:30].[CH:21]1([CH2:20][O:19][C:13]2[CH:14]=[CH:15][C:16]([F:18])=[CH:17][C:12]=2[C@@H:10]2[CH2:11][C@H:9]2[CH2:8][NH2:7])[CH2:23][CH2:22]1. The yield is 0.915. (7) The reactants are [CH3:1][O:2][C:3]1[CH:8]=[CH:7][C:6](B(O)O)=[CH:5][CH:4]=1.[Na].Br[C:14]1[CH:19]=[CH:18][C:17]([S:20]([O-:23])(=[O:22])=[O:21])=[CH:16][CH:15]=1.C([O-])([O-])=O.[Na+].[Na+]. The catalyst is C1(C)C=CC=CC=1.O.C1C=CC([P]([Pd]([P](C2C=CC=CC=2)(C2C=CC=CC=2)C2C=CC=CC=2)([P](C2C=CC=CC=2)(C2C=CC=CC=2)C2C=CC=CC=2)[P](C2C=CC=CC=2)(C2C=CC=CC=2)C2C=CC=CC=2)(C2C=CC=CC=2)C2C=CC=CC=2)=CC=1. The product is [CH3:1][O:2][C:3]1[CH:8]=[CH:7][C:6]([C:14]2[CH:19]=[CH:18][C:17]([S:20]([OH:23])(=[O:22])=[O:21])=[CH:16][CH:15]=2)=[CH:5][CH:4]=1. The yield is 0.880. (8) The reactants are [F:1][C:2]([F:7])([F:6])[C:3]([OH:5])=[O:4].[CH2:8]([S:10]([N:13]1[CH2:18][CH2:17][CH:16]([C:19]2[C:27]3[C:22](=[C:23]([C:42]([NH2:44])=[O:43])[CH:24]=[C:25]([C:28]4[CH:33]=[CH:32][CH:31]=[C:30]([CH2:34][NH:35][CH2:36]C5SC=CC=5)[CH:29]=4)[CH:26]=3)[NH:21][CH:20]=2)[CH2:15][CH2:14]1)(=[O:12])=[O:11])[CH3:9].S1[CH:49]=[CH:48][CH:47]=C1CN. No catalyst specified. The product is [F:1][C:2]([F:7])([F:6])[C:3]([OH:5])=[O:4].[CH3:2][C:48]([CH3:47])([CH3:49])[CH2:36][NH:35][CH2:34][C:30]1[CH:29]=[C:28]([C:25]2[CH:26]=[C:27]3[C:22](=[C:23]([C:42]([NH2:44])=[O:43])[CH:24]=2)[NH:21][CH:20]=[C:19]3[CH:16]2[CH2:15][CH2:14][N:13]([S:10]([CH2:8][CH3:9])(=[O:11])=[O:12])[CH2:18][CH2:17]2)[CH:33]=[CH:32][CH:31]=1. The yield is 0.595. (9) The reactants are [C:1]1([C@H:7]2[N:21]3[C:22]4[C:14]([C:15]5[C:20]3=[CH:19][CH:18]=[CH:17][C:16]=5[OH:23])=[CH:13][CH:12]=[CH:11][C:10]=4[O:9][CH2:8]2)[CH:6]=[CH:5][CH:4]=[CH:3][CH:2]=1.C(=O)([O-])[O-].[K+].[K+].Br[CH2:31][CH2:32][Cl:33]. The catalyst is CN(C=O)C. The product is [C:1]1([C@H:7]2[N:21]3[C:22]4[C:14]([C:15]5[C:16]([O:23][CH2:31][CH2:32][Cl:33])=[CH:17][CH:18]=[CH:19][C:20]=53)=[CH:13][CH:12]=[CH:11][C:10]=4[O:9][CH2:8]2)[CH:2]=[CH:3][CH:4]=[CH:5][CH:6]=1. The yield is 0.540. (10) The reactants are [CH3:1][N:2]([CH2:13][C:14]1[N:18]([CH2:19][C@@H:20]2[CH2:25][CH2:24][CH2:23][NH:22][CH2:21]2)[C:17]2[CH:26]=[CH:27][CH:28]=[CH:29][C:16]=2[N:15]=1)[C@@H:3]1[C:12]2[N:11]=[CH:10][CH:9]=[CH:8][C:7]=2[CH2:6][CH2:5][CH2:4]1.[CH3:30][C:31]([O:34][C:35](=[O:72])[NH:36]/[C:37](/NCCCN1C2C=CC=CC=2N=C1CN(C)C1C2N=CC=CC=2CCC1)=[N:38]/[C:39](=[O:45])[O:40][C:41]([CH3:44])([CH3:43])[CH3:42])([CH3:33])[CH3:32]. No catalyst specified. The product is [CH3:1][N:2]([CH2:13][C:14]1[N:18]([CH2:19][C@@H:20]2[CH2:25][CH2:24][CH2:23][N:22](/[C:37](/[NH:38][C:39](=[O:45])[O:40][C:41]([CH3:44])([CH3:43])[CH3:42])=[N:36]/[C:35](=[O:72])[O:34][C:31]([CH3:33])([CH3:32])[CH3:30])[CH2:21]2)[C:17]2[CH:26]=[CH:27][CH:28]=[CH:29][C:16]=2[N:15]=1)[C@@H:3]1[C:12]2[N:11]=[CH:10][CH:9]=[CH:8][C:7]=2[CH2:6][CH2:5][CH2:4]1. The yield is 0.730.